Dataset: Reaction yield outcomes from USPTO patents with 853,638 reactions. Task: Predict the reaction yield, written as a fraction of the theoretical maximum amount of product (1.0 means a 100% yield; for example, 0.34 means a 34% yield). (1) The yield is 0.820. The reactants are [CH3:1][C:2]1[N:3]=[C:4]([N:12]2[CH2:16][CH2:15][N:14]([C:17]3[CH:22]=[CH:21][CH:20]=CC=3)[C:13]2=[O:23])[S:5][C:6]=1[C:7]([O:9]CC)=[O:8].C1(CN2CCN(C3SC(C(OCC)=O)=C(C)N=3)C2=O)CC1. The product is [CH:22]1([CH2:17][N:14]2[CH2:15][CH2:16][N:12]([C:4]3[S:5][C:6]([C:7]([OH:9])=[O:8])=[C:2]([CH3:1])[N:3]=3)[C:13]2=[O:23])[CH2:21][CH2:20]1. No catalyst specified. (2) The catalyst is O1CCCC1.C(O)C.[C].[Pd]. The reactants are [CH:1]1([N:6]2[C:10]3[CH:11]=[CH:12][C:13]([C:15]([O:17][CH2:18][CH3:19])=[O:16])=[CH:14][C:9]=3[N:8]=[C:7]2[C:20]2[CH:25]=[CH:24][C:23]([N+:26]([O-])=O)=[CH:22][CH:21]=2)[CH2:5][CH2:4][CH2:3][CH2:2]1. The product is [NH2:26][C:23]1[CH:24]=[CH:25][C:20]([C:7]2[N:6]([CH:1]3[CH2:5][CH2:4][CH2:3][CH2:2]3)[C:10]3[CH:11]=[CH:12][C:13]([C:15]([O:17][CH2:18][CH3:19])=[O:16])=[CH:14][C:9]=3[N:8]=2)=[CH:21][CH:22]=1. The yield is 0.980.